From a dataset of Peptide-MHC class II binding affinity with 134,281 pairs from IEDB. Regression. Given a peptide amino acid sequence and an MHC pseudo amino acid sequence, predict their binding affinity value. This is MHC class II binding data. (1) The peptide sequence is FMRMAWGGSYIALDS. The MHC is DRB5_0101 with pseudo-sequence DRB5_0101. The binding affinity (normalized) is 0.620. (2) The peptide sequence is TAAATAPADDKFTVF. The MHC is DRB1_1201 with pseudo-sequence DRB1_1201. The binding affinity (normalized) is 0.0291. (3) The peptide sequence is YLKFLANVSTVLTGK. The MHC is DRB1_0802 with pseudo-sequence DRB1_0802. The binding affinity (normalized) is 0.807.